This data is from Forward reaction prediction with 1.9M reactions from USPTO patents (1976-2016). The task is: Predict the product of the given reaction. Given the reactants [CH:1]1[C:10]2[C:11]3[C:20]([C:8]4[C:9]=2[C:4]([CH:5]=[CH:6][CH:7]=4)=[CH:3][CH:2]=1)=[N:19][C:18]1[C:13](=[CH:14][CH:15]=[CH:16][CH:17]=1)[N:12]=3.[OH:21][S:22](O)(=[O:24])=[O:23].O=S(=O)=O.S(=O)(=O)(O)O, predict the reaction product. The product is: [CH:1]1[C:10]2[C:11]3[C:20]([C:8]4[C:9]=2[C:4]([CH:5]=[CH:6][CH:7]=4)=[CH:3][C:2]=1[S:22]([OH:24])(=[O:23])=[O:21])=[N:19][C:18]1[C:13](=[CH:14][CH:15]=[CH:16][CH:17]=1)[N:12]=3.